Dataset: Full USPTO retrosynthesis dataset with 1.9M reactions from patents (1976-2016). Task: Predict the reactants needed to synthesize the given product. (1) Given the product [CH3:1][O:2][C:3](=[O:33])[CH2:4][C@H:5]1[C:9]2[CH:10]=[CH:11][C:12]([O:14][C@H:15]3[C:23]4[C:18](=[C:19]([C:35]5[C:40]([CH3:41])=[CH:39][CH:38]=[CH:37][N:36]=5)[CH:20]=[CH:21][CH:22]=4)[CH2:17][CH2:16]3)=[CH:13][C:8]=2[O:7][CH2:6]1, predict the reactants needed to synthesize it. The reactants are: [CH3:1][O:2][C:3](=[O:33])[CH2:4][C@H:5]1[C:9]2[CH:10]=[CH:11][C:12]([O:14][C@H:15]3[C:23]4[C:18](=[C:19](B5OC(C)(C)C(C)(C)O5)[CH:20]=[CH:21][CH:22]=4)[CH2:17][CH2:16]3)=[CH:13][C:8]=2[O:7][CH2:6]1.Br[C:35]1[C:40]([CH3:41])=[CH:39][CH:38]=[CH:37][N:36]=1. (2) Given the product [CH:1]1([C:7]2[C:11]([CH2:12][CH2:13][CH2:14][O:15][C:34]3[CH:33]=[C:32]([CH2:35][C:36]([OH:38])=[O:37])[CH:31]=[CH:30][C:29]=3[O:28][CH2:26][CH3:27])=[CH:10][N:9]([C:16]3[CH:21]=[CH:20][C:19]([C:22]([F:23])([F:24])[F:25])=[CH:18][N:17]=3)[N:8]=2)[CH2:6][CH2:5][CH2:4][CH2:3][CH2:2]1, predict the reactants needed to synthesize it. The reactants are: [CH:1]1([C:7]2[C:11]([CH2:12][CH2:13][CH2:14][OH:15])=[CH:10][N:9]([C:16]3[CH:21]=[CH:20][C:19]([C:22]([F:25])([F:24])[F:23])=[CH:18][N:17]=3)[N:8]=2)[CH2:6][CH2:5][CH2:4][CH2:3][CH2:2]1.[CH2:26]([O:28][C:29]1[CH:34]=[CH:33][C:32]([CH2:35][C:36]([O:38]C)=[O:37])=[CH:31][C:30]=1O)[CH3:27].C(P(CCCC)CCCC)CCC.N(C(N1CCCCC1)=O)=NC(N1CCCCC1)=O. (3) The reactants are: C(Cl)(=O)C(Cl)=O.[N:7]1([C:13]2[CH:21]=[CH:20][C:16]([C:17]([OH:19])=O)=[CH:15][CH:14]=2)[CH2:12][CH2:11][O:10][CH2:9][CH2:8]1.[NH2:22][C:23]1[C:24]2[CH:35]=[C:34]([C:36]([O:38][C:39]([CH3:42])([CH3:41])[CH3:40])=[O:37])[S:33][C:25]=2[N:26]([C:28]([O:30][CH2:31][CH3:32])=[O:29])[N:27]=1.N1C=CC=CC=1.C(=O)(O)[O-].[Na+]. Given the product [N:7]1([C:13]2[CH:14]=[CH:15][C:16]([C:17]([NH:22][C:23]3[C:24]4[CH:35]=[C:34]([C:36]([O:38][C:39]([CH3:40])([CH3:42])[CH3:41])=[O:37])[S:33][C:25]=4[N:26]([C:28]([O:30][CH2:31][CH3:32])=[O:29])[N:27]=3)=[O:19])=[CH:20][CH:21]=2)[CH2:8][CH2:9][O:10][CH2:11][CH2:12]1, predict the reactants needed to synthesize it. (4) The reactants are: [CH3:1][S:2]([C:5]1[CH:10]=[CH:9][C:8](B(O)O)=[CH:7][CH:6]=1)(=[O:4])=[O:3].Cl[C:15]1[N:20]=[CH:19][C:18]([O:21][CH2:22][CH:23]2[CH2:28][CH2:27][N:26]([C:29]([O:31][C:32]([CH3:35])([CH3:34])[CH3:33])=[O:30])[CH2:25][CH2:24]2)=[CH:17][CH:16]=1.C([O-])([O-])=O.[Na+].[Na+]. Given the product [CH3:1][S:2]([C:5]1[CH:10]=[CH:9][C:8]([C:15]2[N:20]=[CH:19][C:18]([O:21][CH2:22][CH:23]3[CH2:24][CH2:25][N:26]([C:29]([O:31][C:32]([CH3:35])([CH3:34])[CH3:33])=[O:30])[CH2:27][CH2:28]3)=[CH:17][CH:16]=2)=[CH:7][CH:6]=1)(=[O:4])=[O:3], predict the reactants needed to synthesize it. (5) Given the product [CH2:1]([O:8][C:9]1[CH:14]=[CH:13][C:12]([CH2:15][C:16]2[CH:26]=[C:25]([C:27]3[C:28]([NH2:36])=[N:29][C:30]([CH2:33][O:34][CH3:35])=[CH:31][CH:32]=3)[O:18][N:17]=2)=[CH:11][CH:10]=1)[C:2]1[CH:7]=[CH:6][CH:5]=[CH:4][CH:3]=1, predict the reactants needed to synthesize it. The reactants are: [CH2:1]([O:8][C:9]1[CH:14]=[CH:13][C:12]([CH2:15][C:16](Cl)=[N:17][OH:18])=[CH:11][CH:10]=1)[C:2]1[CH:7]=[CH:6][CH:5]=[CH:4][CH:3]=1.O1CCCC1.[C:25]([C:27]1[C:28]([NH2:36])=[N:29][C:30]([CH2:33][O:34][CH3:35])=[CH:31][CH:32]=1)#[CH:26].C(N(CC)CC)C.